This data is from Forward reaction prediction with 1.9M reactions from USPTO patents (1976-2016). The task is: Predict the product of the given reaction. (1) Given the reactants [C:1]([C:3]1[S:4][C:5]2[CH:11]=[C:10]([OH:12])[CH:9]=[CH:8][C:6]=2[N:7]=1)#[N:2].C(=O)([O-])[O-].[K+].[K+].Br[CH2:20][CH2:21][C:22]1[CH:27]=[CH:26][CH:25]=[CH:24][CH:23]=1, predict the reaction product. The product is: [C:22]1([CH2:21][CH2:20][O:12][C:10]2[CH:9]=[CH:8][C:6]3[N:7]=[C:3]([C:1]#[N:2])[S:4][C:5]=3[CH:11]=2)[CH:27]=[CH:26][CH:25]=[CH:24][CH:23]=1. (2) Given the reactants [CH3:1][O:2][C:3](=[O:19])[CH:4]([O:16][CH2:17][CH3:18])[CH2:5][C:6]1[C:14]2[CH:13]=[CH:12][S:11][C:10]=2[C:9]([OH:15])=[CH:8][CH:7]=1.Cl[CH2:21][C:22]1[N:23]=[C:24]([C:28]2[CH:33]=[CH:32][C:31]([O:34][CH:35]([CH3:37])[CH3:36])=[CH:30][CH:29]=2)[O:25][C:26]=1[CH3:27].C(OC1C=CC(C=O)=CC=1)(C)C.O=P(Cl)(Cl)Cl.[H-].[Na+], predict the reaction product. The product is: [CH3:1][O:2][C:3](=[O:19])[CH:4]([O:16][CH2:17][CH3:18])[CH2:5][C:6]1[C:14]2[CH:13]=[CH:12][S:11][C:10]=2[C:9]([O:15][CH2:21][C:22]2[N:23]=[C:24]([C:28]3[CH:33]=[CH:32][C:31]([O:34][CH:35]([CH3:37])[CH3:36])=[CH:30][CH:29]=3)[O:25][C:26]=2[CH3:27])=[CH:8][CH:7]=1. (3) Given the reactants Cl[C:2]1[N:7]=[CH:6][N:5]=[C:4]([NH:8][C:9](=[O:26])[NH:10][C:11]2[C:12]([F:25])=[C:13]([NH:18][S:19]([CH2:22][CH2:23][CH3:24])(=[O:21])=[O:20])[CH:14]=[CH:15][C:16]=2[F:17])[CH:3]=1.[H][H], predict the reaction product. The product is: [F:25][C:12]1[C:11]([NH:10][C:9]([NH:8][C:4]2[CH:3]=[CH:2][N:7]=[CH:6][N:5]=2)=[O:26])=[C:16]([F:17])[CH:15]=[CH:14][C:13]=1[NH:18][S:19]([CH2:22][CH2:23][CH3:24])(=[O:20])=[O:21]. (4) Given the reactants [F:1][C:2]1[CH:3]=[C:4]([CH:8]=[C:9]([N:11]2[CH2:16][CH2:15][O:14][CH2:13][CH2:12]2)[CH:10]=1)[C:5]([OH:7])=O.CN(C(ON1N=NC2C=CC=CC1=2)=[N+](C)C)C.F[P-](F)(F)(F)(F)F.[Br:41][C:42]1[C:51]2[C:46](=[CH:47][CH:48]=[CH:49][CH:50]=2)[C:45]([NH2:52])=[CH:44][CH:43]=1.C(N(C(C)C)CC)(C)C, predict the reaction product. The product is: [Br:41][C:42]1[C:51]2[C:46](=[CH:47][CH:48]=[CH:49][CH:50]=2)[C:45]([NH:52][C:5](=[O:7])[C:4]2[CH:8]=[C:9]([N:11]3[CH2:16][CH2:15][O:14][CH2:13][CH2:12]3)[CH:10]=[C:2]([F:1])[CH:3]=2)=[CH:44][CH:43]=1.